The task is: Predict the product of the given reaction.. This data is from Forward reaction prediction with 1.9M reactions from USPTO patents (1976-2016). (1) The product is: [CH2:36]([O:35][C:33]([C:24]1[S:23][C:22]([N:15]2[CH2:16][CH2:17][C@@H:12]([NH:11][C:9]([C:5]3[NH:6][C:7]([CH3:8])=[C:3]([Cl:2])[C:4]=3[C:19]#[N:20])=[O:10])[C@@H:13]([F:18])[CH2:14]2)=[N:26][C:25]=1[C:27]1[CH:32]=[N:31][CH:30]=[CH:29][N:28]=1)=[O:34])[CH3:37]. Given the reactants Cl.[Cl:2][C:3]1[C:4]([C:19]#[N:20])=[C:5]([C:9]([NH:11][C@@H:12]2[CH2:17][CH2:16][NH:15][CH2:14][C@@H:13]2[F:18])=[O:10])[NH:6][C:7]=1[CH3:8].Cl[C:22]1[S:23][C:24]([C:33]([O:35][CH2:36][CH3:37])=[O:34])=[C:25]([C:27]2[CH:32]=[N:31][CH:30]=[CH:29][N:28]=2)[N:26]=1.C(N(C(C)C)CC)(C)C, predict the reaction product. (2) Given the reactants Br[C:2]1[CH:3]=[CH:4][C:5]2[O:11][CH2:10][CH2:9][N:8]3[CH:12]=[C:13]([C:15]4[N:19]([C:20]5[CH:25]=[CH:24][CH:23]=[CH:22][C:21]=5[Cl:26])[N:18]=[CH:17][N:16]=4)[N:14]=[C:7]3[C:6]=2[CH:27]=1.[N:28]1[CH:33]=[C:32](B(O)O)[CH:31]=[N:30][CH:29]=1.C([O-])([O-])=O.[Cs+].[Cs+].O, predict the reaction product. The product is: [Cl:26][C:21]1[CH:22]=[CH:23][CH:24]=[CH:25][C:20]=1[N:19]1[C:15]([C:13]2[N:14]=[C:7]3[C:6]4[CH:27]=[C:2]([C:32]5[CH:33]=[N:28][CH:29]=[N:30][CH:31]=5)[CH:3]=[CH:4][C:5]=4[O:11][CH2:10][CH2:9][N:8]3[CH:12]=2)=[N:16][CH:17]=[N:18]1. (3) Given the reactants [CH:1]1([CH2:5]O)[CH2:4][CH2:3][CH2:2]1.[CH2:7]([O:9][C:10]([CH:12]=P(C1C=CC=CC=1)(C1C=CC=CC=1)C1C=CC=CC=1)=[O:11])[CH3:8].N1C=CC=CC=1, predict the reaction product. The product is: [CH:1]1([CH:5]=[CH:12][C:10]([O:9][CH2:7][CH3:8])=[O:11])[CH2:2][CH2:3][CH2:4]1.